Predict the reaction yield, written as a fraction of the theoretical maximum amount of product (1.0 means a 100% yield; for example, 0.34 means a 34% yield). From a dataset of Reaction yield outcomes from USPTO patents with 853,638 reactions. (1) The reactants are [Cl:1][C:2]1[CH:7]=[CH:6][N:5]=[C:4]2[N:8]([Si:12]([CH:19]([CH3:21])[CH3:20])([CH:16]([CH3:18])[CH3:17])[CH:13]([CH3:15])[CH3:14])[CH:9]=[C:10](I)[C:3]=12.[Li][C:23](C)(C)[CH3:24].C(I)C.C([O-])(O)=O.[Na+]. The catalyst is C1COCC1. The product is [Cl:1][C:2]1[CH:7]=[CH:6][N:5]=[C:4]2[N:8]([Si:12]([CH:19]([CH3:21])[CH3:20])([CH:16]([CH3:18])[CH3:17])[CH:13]([CH3:15])[CH3:14])[CH:9]=[C:10]([CH2:23][CH3:24])[C:3]=12. The yield is 0.830. (2) The catalyst is C(Cl)Cl. The yield is 0.820. The product is [C:17]([O:16][C:14](=[O:15])[NH:1][CH:2]1[C:3]2[C:8](=[CH:7][C:6]([CH2:12][OH:13])=[CH:5][CH:4]=2)[CH2:9][CH2:10][CH2:11]1)([CH3:20])([CH3:19])[CH3:18]. The reactants are [NH2:1][CH:2]1[CH2:11][CH2:10][CH2:9][C:8]2[CH:7]=[C:6]([CH2:12][OH:13])[CH:5]=[CH:4][C:3]1=2.[C:14](O[C:14]([O:16][C:17]([CH3:20])([CH3:19])[CH3:18])=[O:15])([O:16][C:17]([CH3:20])([CH3:19])[CH3:18])=[O:15].CCN(CC)CC.